Dataset: Full USPTO retrosynthesis dataset with 1.9M reactions from patents (1976-2016). Task: Predict the reactants needed to synthesize the given product. (1) Given the product [F:60][C:22]([F:21])([F:59])[O:23][C:24]1[CH:25]=[C:26]([C@H:30]2[NH:34][C:33](=[O:46])[CH:32]=[CH:31]2)[CH:27]=[CH:28][CH:29]=1, predict the reactants needed to synthesize it. The reactants are: CC(O)=O.COC1CCC(OC)O1.FC(F)(F)C(O)=O.[F:21][C:22]([F:60])([F:59])[O:23][C:24]1[CH:25]=[C:26]([CH:30]2[N:34](C3C=CC(OC(F)(F)F)=CC=3)[C:33](=[O:46])[C:32](NC3C=CC(OC(F)(F)F)=CC=3)=[CH:31]2)[CH:27]=[CH:28][CH:29]=1.FC(F)(F)OC1C=CC(N2C(C3C=CC=C(OC(F)(F)F)C=3)CC(=O)C2=O)=CC=1.C[C@@H](N)C1C=CC=CC=1. (2) Given the product [O:1]1[CH2:6][CH2:5][N:4]([C:15]2[CH:14]=[CH:13][C:12]([Cl:11])=[CH:19][C:16]=2[C:17]#[N:18])[C:3]2[CH:7]=[CH:8][CH:9]=[CH:10][C:2]1=2, predict the reactants needed to synthesize it. The reactants are: [O:1]1[CH2:6][CH2:5][NH:4][C:3]2[CH:7]=[CH:8][CH:9]=[CH:10][C:2]1=2.[Cl:11][C:12]1[CH:13]=[CH:14][C:15](F)=[C:16]([CH:19]=1)[C:17]#[N:18].C(=O)([O-])[O-].[Cs+].[Cs+]. (3) Given the product [CH2:1]([N:8]([CH2:16][CH:17]1[CH2:22][CH2:21][N:20]([CH2:23][C:24]([CH3:30])([CH3:29])[C:25]([F:28])([F:27])[F:26])[CH2:19][CH2:18]1)[C:9]1[CH:10]=[CH:11][C:12]([Br:15])=[CH:13][CH:14]=1)[C:2]1[CH:3]=[CH:4][CH:5]=[CH:6][CH:7]=1, predict the reactants needed to synthesize it. The reactants are: [CH2:1]([N:8]([CH2:16][CH:17]1[CH2:22][CH2:21][N:20]([C:23](=O)[C:24]([CH3:30])([CH3:29])[C:25]([F:28])([F:27])[F:26])[CH2:19][CH2:18]1)[C:9]1[CH:14]=[CH:13][C:12]([Br:15])=[CH:11][CH:10]=1)[C:2]1[CH:7]=[CH:6][CH:5]=[CH:4][CH:3]=1. (4) Given the product [Cl:1][C:2]1[CH:10]=[CH:9][C:8]2[N:7]([CH2:11][C:12]([NH:34][CH:28]3[CH2:33][CH2:32][CH2:31][CH2:30][CH2:29]3)=[O:14])[C:6]3[CH2:17][CH2:18][N:19]([CH3:21])[CH2:20][C:5]=3[C:4]=2[CH:3]=1, predict the reactants needed to synthesize it. The reactants are: [Cl:1][C:2]1[CH:10]=[CH:9][C:8]2[N:7]([CH2:11][C:12]([O:14]CC)=O)[C:6]3[CH2:17][CH2:18][N:19]([CH3:21])[CH2:20][C:5]=3[C:4]=2[CH:3]=1.C(Cl)(=O)C(Cl)=O.[CH:28]1([NH2:34])[CH2:33][CH2:32][CH2:31][CH2:30][CH2:29]1.C(O)(C(F)(F)F)=O.